This data is from Forward reaction prediction with 1.9M reactions from USPTO patents (1976-2016). The task is: Predict the product of the given reaction. (1) Given the reactants [CH2:1]([N:8]([CH3:22])[C:9]1[N:10]=[C:11](O)[C:12]2[C:17]([CH:18]=1)=[CH:16][C:15]([O:19][CH3:20])=[CH:14][CH:13]=2)[C:2]1[CH:7]=[CH:6][CH:5]=[CH:4][CH:3]=1.O=P(Cl)(Cl)[Cl:25], predict the reaction product. The product is: [CH2:1]([N:8]([CH3:22])[C:9]1[N:10]=[C:11]([Cl:25])[C:12]2[C:17]([CH:18]=1)=[CH:16][C:15]([O:19][CH3:20])=[CH:14][CH:13]=2)[C:2]1[CH:7]=[CH:6][CH:5]=[CH:4][CH:3]=1. (2) Given the reactants [Cl:1][C:2]1[C:3]([F:31])=[C:4]([CH:8]2[C:12]([C:15]3[CH:20]=[CH:19][C:18]([Cl:21])=[CH:17][C:16]=3[F:22])([C:13]#[N:14])[CH:11]([CH2:23][C:24]([CH3:27])([CH3:26])[CH3:25])[NH:10][CH:9]2[C:28]([OH:30])=O)[CH:5]=[CH:6][CH:7]=1.CN(C(ON1N=NC2C=CC=NC1=2)=[N+](C)C)C.F[P-](F)(F)(F)(F)F.CCN(C(C)C)C(C)C.[CH2:65]([O:67][C:68](=[O:76])[C:69]1[CH:74]=[CH:73][CH:72]=[C:71]([NH2:75])[CH:70]=1)[CH3:66], predict the reaction product. The product is: [CH2:65]([O:67][C:68](=[O:76])[C:69]1[CH:74]=[CH:73][CH:72]=[C:71]([NH:75][C:28]([C@H:9]2[C@H:8]([C:4]3[CH:5]=[CH:6][CH:7]=[C:2]([Cl:1])[C:3]=3[F:31])[C@:12]([C:15]3[CH:20]=[CH:19][C:18]([Cl:21])=[CH:17][C:16]=3[F:22])([C:13]#[N:14])[C@H:11]([CH2:23][C:24]([CH3:26])([CH3:25])[CH3:27])[NH:10]2)=[O:30])[CH:70]=1)[CH3:66]. (3) Given the reactants [Br:1][C:2]1[CH:7]=[CH:6][C:5]([C:8]2[O:12][N:11]=[C:10]([CH3:13])[C:9]=2[CH:14]([OH:18])[C:15]([OH:17])=O)=[CH:4][CH:3]=1.[CH2:19]([NH2:27])[CH2:20][C:21]1[CH:26]=[CH:25][CH:24]=[CH:23][CH:22]=1, predict the reaction product. The product is: [Br:1][C:2]1[CH:3]=[CH:4][C:5]([C:8]2[O:12][N:11]=[C:10]([CH3:13])[C:9]=2[CH:14]([OH:18])[C:15]([NH:27][CH2:19][CH2:20][C:21]2[CH:26]=[CH:25][CH:24]=[CH:23][CH:22]=2)=[O:17])=[CH:6][CH:7]=1.